This data is from Full USPTO retrosynthesis dataset with 1.9M reactions from patents (1976-2016). The task is: Predict the reactants needed to synthesize the given product. (1) The reactants are: [O:1]=[C:2]1[CH2:8][CH:7]2[N:9](C(OCC)=O)[CH:4]([CH2:5][CH2:6]2)[CH2:3]1.C[Si](I)(C)C.CO. Given the product [CH:7]12[NH:9][CH:4]([CH2:5][CH2:6]1)[CH2:3][C:2](=[O:1])[CH2:8]2, predict the reactants needed to synthesize it. (2) The reactants are: I[C:2]1[CH:7]=[CH:6][N:5]=[C:4]2[N:8]([C:11](=[O:13])[CH3:12])[CH:9]=[CH:10][C:3]=12.COC1C=CC=C(OC)C=1C1C=CC=CC=1P(C1CCCCC1)C1CCCCC1.C([O-])(=O)C.[K+].Br[C:49]1[S:50][C:51]([Cl:54])=[CH:52][CH:53]=1.P([O-])([O-])([O-])=O.[K+].[K+].[K+]. Given the product [Cl:54][C:51]1[S:50][C:49]([C:2]2[CH:7]=[CH:6][N:5]=[C:4]3[N:8]([C:11](=[O:13])[CH3:12])[CH:9]=[CH:10][C:3]=23)=[CH:53][CH:52]=1, predict the reactants needed to synthesize it.